From a dataset of NCI-60 drug combinations with 297,098 pairs across 59 cell lines. Regression. Given two drug SMILES strings and cell line genomic features, predict the synergy score measuring deviation from expected non-interaction effect. (1) Drug 1: C1=CC=C(C(=C1)C(C2=CC=C(C=C2)Cl)C(Cl)Cl)Cl. Drug 2: CN(CCCl)CCCl.Cl. Cell line: SW-620. Synergy scores: CSS=34.9, Synergy_ZIP=-9.47, Synergy_Bliss=-0.392, Synergy_Loewe=-32.8, Synergy_HSA=0.779. (2) Drug 1: CC1=CC2C(CCC3(C2CCC3(C(=O)C)OC(=O)C)C)C4(C1=CC(=O)CC4)C. Drug 2: C1CNP(=O)(OC1)N(CCCl)CCCl. Cell line: CCRF-CEM. Synergy scores: CSS=-0.711, Synergy_ZIP=0.526, Synergy_Bliss=-0.766, Synergy_Loewe=-2.03, Synergy_HSA=-3.35. (3) Drug 1: C1CCC(CC1)NC(=O)N(CCCl)N=O. Drug 2: C1=CC=C(C=C1)NC(=O)CCCCCCC(=O)NO. Cell line: MALME-3M. Synergy scores: CSS=28.6, Synergy_ZIP=-1.21, Synergy_Bliss=1.80, Synergy_Loewe=-4.64, Synergy_HSA=2.34. (4) Drug 1: CN(C)N=NC1=C(NC=N1)C(=O)N. Drug 2: CS(=O)(=O)OCCCCOS(=O)(=O)C. Cell line: IGROV1. Synergy scores: CSS=19.5, Synergy_ZIP=-8.49, Synergy_Bliss=0.0288, Synergy_Loewe=-0.682, Synergy_HSA=2.03. (5) Drug 1: C1CC(=O)NC(=O)C1N2CC3=C(C2=O)C=CC=C3N. Drug 2: C1C(C(OC1N2C=C(C(=O)NC2=O)F)CO)O. Cell line: SF-539. Synergy scores: CSS=37.8, Synergy_ZIP=-3.55, Synergy_Bliss=-7.66, Synergy_Loewe=-36.7, Synergy_HSA=-5.99. (6) Drug 1: CS(=O)(=O)CCNCC1=CC=C(O1)C2=CC3=C(C=C2)N=CN=C3NC4=CC(=C(C=C4)OCC5=CC(=CC=C5)F)Cl. Drug 2: CC12CCC3C(C1CCC2OP(=O)(O)O)CCC4=C3C=CC(=C4)OC(=O)N(CCCl)CCCl.[Na+]. Cell line: HOP-62. Synergy scores: CSS=0.163, Synergy_ZIP=3.84, Synergy_Bliss=5.29, Synergy_Loewe=6.97, Synergy_HSA=-0.112.